Dataset: Full USPTO retrosynthesis dataset with 1.9M reactions from patents (1976-2016). Task: Predict the reactants needed to synthesize the given product. (1) The reactants are: [CH3:1][O:2][C:3]1[CH:12]=[C:11]2[C:6]([CH2:7][CH2:8][C:9](=[N:15]O)[C:10]2([CH3:14])[CH3:13])=[CH:5][CH:4]=1.C(NCC)C.[H-].[Al+3].[Li+].[H-].[H-].[H-].[H][H].[O-]S([O-])(=O)=O.[Na+].[Na+].C(=O)([O-])[O-].[Na+].[Na+]. Given the product [CH3:1][O:2][C:3]1[CH:12]=[C:11]2[C:6](=[CH:5][CH:4]=1)[CH2:7][C@H:8]1[NH:15][C@H:9]1[C:10]2([CH3:14])[CH3:13], predict the reactants needed to synthesize it. (2) The reactants are: [CH3:1][O:2][C:3]([C:5]1[NH:6][N:7]=[C:8]([OH:10])[CH:9]=1)=[O:4].[C:11](=O)([O-])[O-].[Cs+].[Cs+].CI. Given the product [CH3:1][O:2][C:3]([C:5]1[N:6]([CH3:11])[N:7]=[C:8]([OH:10])[CH:9]=1)=[O:4], predict the reactants needed to synthesize it. (3) Given the product [F:3][C:4]1[C:13]2[S:12][CH2:11][C:10]3[CH:14]=[C:15]([C:17]([OH:19])=[O:18])[S:16][C:9]=3[C:8]=2[C:7]([F:22])=[CH:6][CH:5]=1, predict the reactants needed to synthesize it. The reactants are: [OH-].[Na+].[F:3][C:4]1[C:13]2[S:12][CH2:11][C:10]3[CH:14]=[C:15]([C:17]([O:19]CC)=[O:18])[S:16][C:9]=3[C:8]=2[C:7]([F:22])=[CH:6][CH:5]=1. (4) The reactants are: [C:1]([O:5][C:6](=[O:29])[C:7]([O:10]/[N:11]=[C:12](/[C:16]1[N:17]=[C:18]([NH:21][C:22]([O:24][C:25]([CH3:28])([CH3:27])[CH3:26])=[O:23])[S:19][CH:20]=1)\[C:13]([OH:15])=O)([CH3:9])[CH3:8])([CH3:4])([CH3:3])[CH3:2].[NH2:30][C@H:31]1[C@@H:34]([CH2:35][N:36]2[C:40]([CH3:41])=[N:39][CH:38]=[N:37]2)[NH:33][C:32]1=[O:42].CCN=C=NCCCN(C)C.Cl.N1C=CC=CC=1. Given the product [C:25]([O:24][C:22]([NH:21][C:18]1[S:19][CH:20]=[C:16](/[C:12](=[N:11]/[O:10][C:7]([CH3:8])([CH3:9])[C:6]([O:5][C:1]([CH3:4])([CH3:2])[CH3:3])=[O:29])/[C:13]([NH:30][C@@H:31]2[C:32](=[O:42])[NH:33][C@@H:34]2[CH2:35][N:36]2[C:40]([CH3:41])=[N:39][CH:38]=[N:37]2)=[O:15])[N:17]=1)=[O:23])([CH3:26])([CH3:28])[CH3:27], predict the reactants needed to synthesize it. (5) Given the product [CH2:8]([C:16]1[CH:17]=[CH:18][C:19]([CH2:22][CH2:23][O:24][S:26]([CH3:25])(=[O:28])=[O:27])=[CH:20][CH:21]=1)[CH2:9][CH2:10][CH2:11][CH2:12][CH2:13][CH2:14][CH3:15], predict the reactants needed to synthesize it. The reactants are: C(N(CC)CC)C.[CH2:8]([C:16]1[CH:21]=[CH:20][C:19]([CH2:22][CH2:23][OH:24])=[CH:18][CH:17]=1)[CH2:9][CH2:10][CH2:11][CH2:12][CH2:13][CH2:14][CH3:15].[CH3:25][S:26](Cl)(=[O:28])=[O:27]. (6) Given the product [C:45]1([O:51][CH2:53][CH2:54][CH2:55][CH2:56][CH2:57][CH2:58][CH2:59][OH:60])[CH:50]=[CH:49][CH:48]=[CH:47][CH:46]=1, predict the reactants needed to synthesize it. The reactants are: C1N=C(N)C2N=CN([C@@H]3O[C@H](COP(OP(OC[C@H]4O[C@@H](N5C=C(C(N)=O)CC=C5)[C@H](O)[C@@H]4O)(O)=O)(O)=O)[C@@H](O)[C@H]3O)C=2N=1.[C:45]1([OH:51])[CH:50]=[CH:49][CH:48]=[CH:47][CH:46]=1.Br[CH2:53][CH2:54][CH2:55][CH2:56][CH2:57][CH2:58][CH2:59][OH:60].